From a dataset of Forward reaction prediction with 1.9M reactions from USPTO patents (1976-2016). Predict the product of the given reaction. (1) Given the reactants [F:1][C:2]1[C:7]([F:8])=[C:6]([NH:9][C:10]2[CH:15]=[CH:14][C:13]([I:16])=[CH:12][C:11]=2[F:17])[C:5]([NH2:18])=[CH:4][CH:3]=1.[Cl:19][CH2:20][S:21](Cl)(=[O:23])=[O:22], predict the reaction product. The product is: [Cl:19][CH2:20][S:21]([NH:18][C:5]1[CH:4]=[CH:3][C:2]([F:1])=[C:7]([F:8])[C:6]=1[NH:9][C:10]1[CH:15]=[CH:14][C:13]([I:16])=[CH:12][C:11]=1[F:17])(=[O:23])=[O:22]. (2) Given the reactants [C:1]([O:5][C:6]([CH:8]1[CH2:16][CH:15]2[CH:10]([CH2:11][CH2:12][CH2:13][CH2:14]2)[N:9]1[C:17](=[O:44])[CH:18]([NH:23][C:24](=[O:43])[CH:25]([NH:32]C(OCC1C=CC=CC=1)=O)[CH:26]1[CH2:31][CH2:30][CH2:29][CH2:28][CH2:27]1)[C:19]([CH3:22])([CH3:21])[CH3:20])=[O:7])([CH3:4])([CH3:3])[CH3:2], predict the reaction product. The product is: [C:1]([O:5][C:6]([CH:8]1[CH2:16][CH:15]2[CH:10]([CH2:11][CH2:12][CH2:13][CH2:14]2)[N:9]1[C:17](=[O:44])[CH:18]([NH:23][C:24](=[O:43])[CH:25]([NH2:32])[CH:26]1[CH2:27][CH2:28][CH2:29][CH2:30][CH2:31]1)[C:19]([CH3:22])([CH3:21])[CH3:20])=[O:7])([CH3:2])([CH3:3])[CH3:4]. (3) Given the reactants C([O:3][C:4]([C:6]1[O:10][C:9]([C:11]2[CH:16]=[CH:15][C:14]([S:17]([CH3:20])(=[O:19])=[O:18])=[C:13]([F:21])[CH:12]=2)=[N:8][CH:7]=1)=[O:5])C.[OH-].[Na+], predict the reaction product. The product is: [F:21][C:13]1[CH:12]=[C:11]([C:9]2[O:10][C:6]([C:4]([OH:5])=[O:3])=[CH:7][N:8]=2)[CH:16]=[CH:15][C:14]=1[S:17]([CH3:20])(=[O:19])=[O:18]. (4) Given the reactants Br[C:2]1[CH:3]=[CH:4][C:5]([O:10][CH3:11])=[C:6]([CH:9]=1)[CH:7]=[O:8].[CH3:12][S:13][C:14]1[CH:19]=[CH:18][CH:17]=[CH:16][C:15]=1B(O)O.C(=O)([O-])[O-].[K+].[K+], predict the reaction product. The product is: [CH3:11][O:10][C:5]1[CH:4]=[CH:3][C:2]([C:15]2[CH:16]=[CH:17][CH:18]=[CH:19][C:14]=2[S:13][CH3:12])=[CH:9][C:6]=1[CH:7]=[O:8]. (5) Given the reactants [CH2:1]([O:3][CH:4]([O:12][CH2:13][CH3:14])[CH2:5][CH:6]([OH:11])[CH2:7][CH2:8][CH:9]=[CH2:10])[CH3:2].[H-].[Na+].[CH3:17]I.[Cl-].[NH4+], predict the reaction product. The product is: [CH2:13]([O:12][CH:4]([O:3][CH2:1][CH3:2])[CH2:5][CH:6]([O:11][CH3:17])[CH2:7][CH2:8][CH:9]=[CH2:10])[CH3:14]. (6) Given the reactants [NH2:1][C:2]1[CH:3]=[C:4]([CH3:13])[C:5]([C:8]([O:10]CC)=O)=[N:6][CH:7]=1.[CH3:14][NH2:15], predict the reaction product. The product is: [NH2:1][C:2]1[CH:3]=[C:4]([CH3:13])[C:5]([C:8]([NH:15][CH3:14])=[O:10])=[N:6][CH:7]=1. (7) Given the reactants C(OP([CH2:9][C:10]#[N:11])(=O)OCC)C.C[Si]([N-][Si](C)(C)C)(C)C.[Li+].[CH2:22]([O:24][C:25]1[CH:26]=[C:27]([C:33]([C:35]2[CH:40]=[CH:39][C:38]([O:41][CH3:42])=[C:37]([CH3:43])[CH:36]=2)=O)[CH:28]=[CH:29][C:30]=1[O:31][CH3:32])[CH3:23], predict the reaction product. The product is: [CH2:22]([O:24][C:25]1[CH:26]=[C:27]([C:33]([C:35]2[CH:40]=[CH:39][C:38]([O:41][CH3:42])=[C:37]([CH3:43])[CH:36]=2)=[CH:9][C:10]#[N:11])[CH:28]=[CH:29][C:30]=1[O:31][CH3:32])[CH3:23].